Task: Predict the reaction yield, written as a fraction of the theoretical maximum amount of product (1.0 means a 100% yield; for example, 0.34 means a 34% yield).. Dataset: Reaction yield outcomes from USPTO patents with 853,638 reactions (1) The reactants are C(OC1C(F)=CC=C2C=1C(CCN(C)C)=CN2)C1C=CC=CC=1.[CH2:24]([N:26]1[C:34]2[C:29](=[C:30]([OH:36])[CH:31]=[C:32]([F:35])[CH:33]=2)[C:28]([CH:37]2[CH2:42][CH2:41][CH2:40][N:39]([C:43](OC(C)(C)C)=O)[CH2:38]2)=[CH:27]1)[CH3:25]. No catalyst specified. The product is [CH2:24]([N:26]1[C:34]2[CH:33]=[C:32]([F:35])[CH:31]=[C:30]([OH:36])[C:29]=2[C:28]([CH:37]2[CH2:42][CH2:41][CH2:40][N:39]([CH3:43])[CH2:38]2)=[CH:27]1)[CH3:25]. The yield is 0.220. (2) The reactants are [F:1][C:2]1[CH:28]=[C:27]([F:29])[CH:26]=[CH:25][C:3]=1[CH2:4][N:5]1[CH2:10][CH2:9][N:8]([C:11]2[N:12]=[C:13]3[CH2:24][CH2:23][NH:22][CH2:21][C:14]3=[N:15][C:16]=2[NH:17][CH:18]([CH3:20])[CH3:19])[CH2:7][CH2:6]1.CCN(C(C)C)C(C)C.[CH3:39][S:40](Cl)(=[O:42])=[O:41]. The catalyst is C(Cl)Cl. The product is [F:1][C:2]1[CH:28]=[C:27]([F:29])[CH:26]=[CH:25][C:3]=1[CH2:4][N:5]1[CH2:10][CH2:9][N:8]([C:11]2[N:12]=[C:13]3[CH2:24][CH2:23][N:22]([S:40]([CH3:39])(=[O:42])=[O:41])[CH2:21][C:14]3=[N:15][C:16]=2[NH:17][CH:18]([CH3:20])[CH3:19])[CH2:7][CH2:6]1. The yield is 0.850. (3) The reactants are C(OC([N:8]1[CH2:12][CH2:11][C@@H:10]([NH:13][C:14]2[C:23]([CH3:24])=[N:22][C:21]3[C:16](=[C:17]([C:25]4[NH:33][C:32]5[CH2:31][CH2:30][NH:29][C:28](=[O:34])[C:27]=5[CH:26]=4)[CH:18]=[CH:19][CH:20]=3)[N:15]=2)[CH2:9]1)=O)(C)(C)C.C(O)(C(F)(F)F)=O. The catalyst is C(Cl)Cl. The product is [CH3:24][C:23]1[C:14]([NH:13][C@@H:10]2[CH2:11][CH2:12][NH:8][CH2:9]2)=[N:15][C:16]2[C:21](=[CH:20][CH:19]=[CH:18][C:17]=2[C:25]2[NH:33][C:32]3[CH2:31][CH2:30][NH:29][C:28](=[O:34])[C:27]=3[CH:26]=2)[N:22]=1. The yield is 0.760. (4) The reactants are [NH2:1][CH:2]([C:4]([OH:6])=[O:5])[CH3:3].[CH3:7][CH2:8][CH2:9][CH2:10][CH2:11][CH2:12][CH2:13][CH2:14][CH2:15][CH2:16][CH:17](O)[CH3:18].CC1C=CC(S(O)(=O)=O)=CC=1. The catalyst is C1(C)C=CC=CC=1. The product is [NH2:1][CH:2]([CH3:3])[C:4]([O:6][CH2:18][CH2:17][CH2:16][CH2:15][CH2:14][CH2:13][CH2:12][CH2:11][CH2:10][CH2:9][CH2:8][CH3:7])=[O:5]. The yield is 1.00. (5) The reactants are [CH:1]1([C:7]2[CH:15]=[CH:14][C:10]([C:11](O)=[O:12])=[CH:9][CH:8]=2)[CH2:6][CH2:5][CH2:4][CH2:3][CH2:2]1.C(Cl)(=O)OCC(C)C.C(N(CC)CC)C.[BH4-].[Na+].Cl. The catalyst is O1CCCC1. The product is [CH:1]1([C:7]2[CH:8]=[CH:9][C:10]([CH2:11][OH:12])=[CH:14][CH:15]=2)[CH2:2][CH2:3][CH2:4][CH2:5][CH2:6]1. The yield is 0.878. (6) The reactants are [NH:1]1[CH:5]=[C:4]([C:6]#[N:7])[N:3]=[CH:2]1.[CH3:8][Si:9]([CH3:16])([CH3:15])[CH2:10][CH2:11][O:12][CH2:13]Cl.C([O-])([O-])=O.[K+].[K+].CC(C)=O. The catalyst is CCOC(C)=O. The product is [CH3:8][Si:9]([CH3:16])([CH3:15])[CH2:10][CH2:11][O:12][CH2:13][N:1]1[CH:5]=[C:4]([C:6]#[N:7])[N:3]=[CH:2]1. The yield is 0.700.